Dataset: Forward reaction prediction with 1.9M reactions from USPTO patents (1976-2016). Task: Predict the product of the given reaction. Given the reactants [Si:1]([O:8][CH2:9][C:10]1[CH:11]=[C:12]([CH2:16][OH:17])[CH:13]=[CH:14][CH:15]=1)([C:4]([CH3:7])([CH3:6])[CH3:5])([CH3:3])[CH3:2].C(N(CC)CC)C.[CH3:25][S:26](Cl)(=[O:28])=[O:27], predict the reaction product. The product is: [CH3:25][S:26]([O:17][CH2:16][C:12]1[CH:13]=[CH:14][CH:15]=[C:10]([CH2:9][O:8][Si:1]([C:4]([CH3:7])([CH3:6])[CH3:5])([CH3:3])[CH3:2])[CH:11]=1)(=[O:28])=[O:27].